From a dataset of Forward reaction prediction with 1.9M reactions from USPTO patents (1976-2016). Predict the product of the given reaction. Given the reactants C[O:2][C:3]1[N:8]=[CH:7][C:6]([NH:9][C:10]2[C:19]3[C:14](=[CH:15][CH:16]=[CH:17][CH:18]=3)[C:13]([C:20]3[CH:25]=[CH:24][CH:23]=[CH:22][CH:21]=3)=[N:12][N:11]=2)=[CH:5][CH:4]=1.Br.C(O)(=O)C.[OH-].[Na+], predict the reaction product. The product is: [C:20]1([C:13]2[C:14]3[C:19](=[CH:18][CH:17]=[CH:16][CH:15]=3)[C:10]([NH:9][C:6]3[CH:5]=[CH:4][C:3]([OH:2])=[N:8][CH:7]=3)=[N:11][N:12]=2)[CH:25]=[CH:24][CH:23]=[CH:22][CH:21]=1.